From a dataset of Catalyst prediction with 721,799 reactions and 888 catalyst types from USPTO. Predict which catalyst facilitates the given reaction. (1) Reactant: [OH:1][C:2]1([C:21]2[CH:26]=[CH:25][CH:24]=[CH:23][N:22]=2)[CH2:7][CH2:6][CH:5]([N:8]2[CH2:12][CH2:11][C@@H:10]([NH:13]C(=O)OC(C)(C)C)[CH2:9]2)[CH2:4][CH2:3]1.[ClH:27]. Product: [ClH:27].[NH2:13][C@@H:10]1[CH2:11][CH2:12][N:8]([CH:5]2[CH2:6][CH2:7][C:2]([C:21]3[CH:26]=[CH:25][CH:24]=[CH:23][N:22]=3)([OH:1])[CH2:3][CH2:4]2)[CH2:9]1. The catalyst class is: 12. (2) Reactant: FC(F)(F)S(O[C:7]1[CH2:14][CH:13]2[CH2:15][CH:9]([CH2:10][N:11]([C:16]([O:18][CH2:19][CH3:20])=[O:17])[CH2:12]2)[CH:8]=1)(=O)=O.C(=O)([O-])[O-].[Na+].[Na+].[Cl-].[Li+].[O:31]([C:38]1[CH:39]=[C:40](B(O)O)[CH:41]=[N:42][CH:43]=1)[C:32]1[CH:37]=[CH:36][CH:35]=[CH:34][CH:33]=1. Product: [O:31]([C:38]1[CH:39]=[C:40]([C:7]2[CH2:14][CH:13]3[CH2:15][CH:9]([CH2:10][N:11]([C:16]([O:18][CH2:19][CH3:20])=[O:17])[CH2:12]3)[CH:8]=2)[CH:41]=[N:42][CH:43]=1)[C:32]1[CH:33]=[CH:34][CH:35]=[CH:36][CH:37]=1. The catalyst class is: 437.